This data is from Catalyst prediction with 721,799 reactions and 888 catalyst types from USPTO. The task is: Predict which catalyst facilitates the given reaction. (1) Reactant: [C:1]([CH2:3][C:4]1[C:5]([C:10]#[N:11])=[N:6][CH:7]=[CH:8][CH:9]=1)#[N:2].[CH2:12]([Li])CCC.CCCCCC.IC. Product: [C:1]([CH:3]([C:4]1[C:5]([C:10]#[N:11])=[N:6][CH:7]=[CH:8][CH:9]=1)[CH3:12])#[N:2]. The catalyst class is: 30. (2) Reactant: Br[C:2]1[CH:3]=[N:4][CH:5]=[C:6]([C:8]2[CH:13]=[CH:12][CH:11]=[CH:10][N:9]=2)[CH:7]=1.[Br-].[N:15]1C=CC=C[C:16]=1[Zn+]. Product: [C:16]([C:2]1[CH:3]=[N:4][CH:5]=[C:6]([C:8]2[CH:13]=[CH:12][CH:11]=[CH:10][N:9]=2)[CH:7]=1)#[N:15]. The catalyst class is: 176. (3) Reactant: [Cl:1][C:2]1[N:7]=[C:6](Cl)[CH:5]=[CH:4][N:3]=1.[CH2:9]([C:11]1[CH:17]=[CH:16][CH:15]=[CH:14][C:12]=1[NH2:13])[CH3:10].C(N(CC)C(C)C)(C)C. The catalyst class is: 51. Product: [CH3:15][CH2:14][CH2:12][CH:11]([CH3:17])[CH3:9].[Cl:1][C:2]1[N:7]=[C:6]([NH:13][C:12]2[CH:14]=[CH:15][CH:16]=[CH:17][C:11]=2[CH2:9][CH3:10])[CH:5]=[CH:4][N:3]=1. (4) Reactant: [F:1][C:2]1[CH:10]=[CH:9][C:5]([C:6](O)=[O:7])=[C:4]([S:11][CH3:12])[CH:3]=1.[Cl-].[NH4+].O[N:16]1C2N=CC=CC=2N=N1.Cl.CN(C)CCCN=C=NCC. Product: [F:1][C:2]1[CH:10]=[CH:9][C:5]([C:6]([NH2:16])=[O:7])=[C:4]([S:11][CH3:12])[CH:3]=1. The catalyst class is: 3. (5) Reactant: Cl.[NH2:2][C@@H:3]([C:5]1[CH:6]=[C:7]([CH:10]=[CH:11][CH:12]=1)[C:8]#[N:9])[CH3:4].[C:13]([O:17][CH2:18][CH3:19])(=[O:16])CO.C[O-].[Na+].C1N=CN(C(N2C=NC=C2)=[O:29])C=1. Product: [O:16]=[C:13]1[N:2]([C@@H:3]([C:5]2[CH:6]=[C:7]([CH:10]=[CH:11][CH:12]=2)[C:8]#[N:9])[CH3:4])[C:19](=[O:29])[CH2:18][O:17]1. The catalyst class is: 170. (6) Reactant: [NH:1]1[CH:5]=[CH:4][C:3]([C:6]#[N:7])=[N:2]1.CC(C)([O-])C.[K+].[Br:14][C:15]1[CH:22]=[CH:21][CH:20]=[C:19](F)[C:16]=1[CH:17]=[O:18]. Product: [Br:14][C:15]1[C:16]([CH:17]=[O:18])=[C:19]([N:1]2[CH:5]=[CH:4][C:3]([C:6]#[N:7])=[N:2]2)[CH:20]=[CH:21][CH:22]=1. The catalyst class is: 16.